Dataset: NCI-60 drug combinations with 297,098 pairs across 59 cell lines. Task: Regression. Given two drug SMILES strings and cell line genomic features, predict the synergy score measuring deviation from expected non-interaction effect. (1) Synergy scores: CSS=5.96, Synergy_ZIP=-1.52, Synergy_Bliss=-0.842, Synergy_Loewe=1.00, Synergy_HSA=-2.36. Drug 2: C1CC(C1)(C(=O)O)C(=O)O.[NH2-].[NH2-].[Pt+2]. Drug 1: CCC(=C(C1=CC=CC=C1)C2=CC=C(C=C2)OCCN(C)C)C3=CC=CC=C3.C(C(=O)O)C(CC(=O)O)(C(=O)O)O. Cell line: NCI-H322M. (2) Drug 1: C1=CC(=CC=C1CCCC(=O)O)N(CCCl)CCCl. Drug 2: CCC(=C(C1=CC=CC=C1)C2=CC=C(C=C2)OCCN(C)C)C3=CC=CC=C3.C(C(=O)O)C(CC(=O)O)(C(=O)O)O. Cell line: MDA-MB-231. Synergy scores: CSS=16.7, Synergy_ZIP=-4.25, Synergy_Bliss=-5.25, Synergy_Loewe=-5.82, Synergy_HSA=-4.84. (3) Drug 1: CN1CCC(CC1)COC2=C(C=C3C(=C2)N=CN=C3NC4=C(C=C(C=C4)Br)F)OC. Drug 2: COC1=C(C=C2C(=C1)N=CN=C2NC3=CC(=C(C=C3)F)Cl)OCCCN4CCOCC4. Cell line: UO-31. Synergy scores: CSS=39.2, Synergy_ZIP=-12.8, Synergy_Bliss=-2.85, Synergy_Loewe=3.34, Synergy_HSA=4.47. (4) Drug 1: CC1=C(C=C(C=C1)NC2=NC=CC(=N2)N(C)C3=CC4=NN(C(=C4C=C3)C)C)S(=O)(=O)N.Cl. Drug 2: CC1CCC2CC(C(=CC=CC=CC(CC(C(=O)C(C(C(=CC(C(=O)CC(OC(=O)C3CCCCN3C(=O)C(=O)C1(O2)O)C(C)CC4CCC(C(C4)OC)O)C)C)O)OC)C)C)C)OC. Cell line: SF-295. Synergy scores: CSS=41.6, Synergy_ZIP=3.17, Synergy_Bliss=2.85, Synergy_Loewe=-26.5, Synergy_HSA=4.50.